From a dataset of Peptide-MHC class II binding affinity with 134,281 pairs from IEDB. Regression. Given a peptide amino acid sequence and an MHC pseudo amino acid sequence, predict their binding affinity value. This is MHC class II binding data. (1) The peptide sequence is FYNEKAFLLTTFDVS. The MHC is HLA-DPA10201-DPB10501 with pseudo-sequence HLA-DPA10201-DPB10501. The binding affinity (normalized) is 0.596. (2) The peptide sequence is CHTGVGPNMSCDDVV. The MHC is DRB1_0101 with pseudo-sequence DRB1_0101. The binding affinity (normalized) is 0.327. (3) The MHC is HLA-DQA10101-DQB10501 with pseudo-sequence HLA-DQA10101-DQB10501. The binding affinity (normalized) is 0.504. The peptide sequence is AKKYFAATQFEPLAA. (4) The peptide sequence is NAYYVMTVGTKTFLV. The MHC is DRB1_0401 with pseudo-sequence DRB1_0401. The binding affinity (normalized) is 0.572. (5) The peptide sequence is AVMLTFDNAGMWNVR. The MHC is HLA-DQA10301-DQB10302 with pseudo-sequence HLA-DQA10301-DQB10302. The binding affinity (normalized) is 0.277.